This data is from Peptide-MHC class II binding affinity with 134,281 pairs from IEDB. The task is: Regression. Given a peptide amino acid sequence and an MHC pseudo amino acid sequence, predict their binding affinity value. This is MHC class II binding data. (1) The peptide sequence is DVLREPHLYTFSFRN. The MHC is HLA-DPA10201-DPB11401 with pseudo-sequence HLA-DPA10201-DPB11401. The binding affinity (normalized) is 0.105. (2) The MHC is DRB1_0401 with pseudo-sequence DRB1_0401. The peptide sequence is SFGIVVAWQVKLLPV. The binding affinity (normalized) is 0.131. (3) The peptide sequence is DGGRRKKGGWFGKHRGQGGSNP. The MHC is DRB1_0701 with pseudo-sequence DRB1_0701. The binding affinity (normalized) is 0. (4) The peptide sequence is GAATVAAGAATTAAG. The MHC is HLA-DPA10201-DPB10101 with pseudo-sequence HLA-DPA10201-DPB10101. The binding affinity (normalized) is 0.117. (5) The binding affinity (normalized) is 0.489. The peptide sequence is GLALSHLNAMSKVRK. The MHC is DRB1_0801 with pseudo-sequence DRB1_0801. (6) The peptide sequence is ALREKVLGLPAIKAW. The MHC is HLA-DPA10103-DPB10401 with pseudo-sequence HLA-DPA10103-DPB10401. The binding affinity (normalized) is 0.238. (7) The peptide sequence is ALLIIPPKIHISIEL. The MHC is DRB1_0401 with pseudo-sequence DRB1_0401. The binding affinity (normalized) is 0.310. (8) The peptide sequence is MTDPHAMRDMAGRFE. The MHC is DRB3_0202 with pseudo-sequence DRB3_0202. The binding affinity (normalized) is 0. (9) The MHC is HLA-DQA10401-DQB10402 with pseudo-sequence HLA-DQA10401-DQB10402. The peptide sequence is VCGMFTNRSGSQQW. The binding affinity (normalized) is 0.0501.